Dataset: Catalyst prediction with 721,799 reactions and 888 catalyst types from USPTO. Task: Predict which catalyst facilitates the given reaction. Reactant: C([O:4][C:5]1[C:13]2[O:12][C:11]([CH3:14])=[CH:10][C:9]=2[CH:8]=[C:7]([C:15]([O:17][CH2:18][CH3:19])=[O:16])[CH:6]=1)(=O)C.C(=O)([O-])[O-].[K+].[K+]. Product: [OH:4][C:5]1[C:13]2[O:12][C:11]([CH3:14])=[CH:10][C:9]=2[CH:8]=[C:7]([C:15]([O:17][CH2:18][CH3:19])=[O:16])[CH:6]=1. The catalyst class is: 412.